This data is from Full USPTO retrosynthesis dataset with 1.9M reactions from patents (1976-2016). The task is: Predict the reactants needed to synthesize the given product. (1) Given the product [C:15]1([S:21]([NH:24][C:25]2[CH:26]=[C:27]([C@@H:31]([OH:51])[CH2:32][NH:33][C:34]([CH3:49])([CH3:50])[CH2:35][CH2:36][N:37]3[C:45]4[C:40](=[CH:41][C:42]([C:46]([O:48][CH2:7][C:8]5[O:9][C:10](=[O:14])[O:11][C:12]=5[CH3:13])=[O:47])=[CH:43][CH:44]=4)[CH:39]=[CH:38]3)[CH:28]=[CH:29][CH:30]=2)(=[O:23])=[O:22])[CH:20]=[CH:19][CH:18]=[CH:17][CH:16]=1, predict the reactants needed to synthesize it. The reactants are: C(=O)([O-])O.[K+].Br[CH2:7][C:8]1[O:9][C:10](=[O:14])[O:11][C:12]=1[CH3:13].[C:15]1([S:21]([NH:24][C:25]2[CH:26]=[C:27]([C@@H:31]([OH:51])[CH2:32][NH:33][C:34]([CH3:50])([CH3:49])[CH2:35][CH2:36][N:37]3[C:45]4[C:40](=[CH:41][C:42]([C:46]([OH:48])=[O:47])=[CH:43][CH:44]=4)[CH:39]=[CH:38]3)[CH:28]=[CH:29][CH:30]=2)(=[O:23])=[O:22])[CH:20]=[CH:19][CH:18]=[CH:17][CH:16]=1. (2) The reactants are: [F:1][C:2]1[CH:26]=[CH:25][CH:24]=[CH:23][C:3]=1[CH2:4][N:5]1[C:9]2=[N:10][CH:11]=[CH:12][CH:13]=[C:8]2[C:7]([C:14]2[N:19]=[C:18]([NH2:20])[C:17]([NH2:21])=[C:16]([NH2:22])[N:15]=2)=[N:6]1.[C:27](O[C:27]([O:29][CH3:30])=[O:28])([O:29][CH3:30])=[O:28]. Given the product [NH2:22][C:16]1[C:17]([NH:21][C:27](=[O:28])[O:29][CH3:30])=[C:18]([NH2:20])[N:19]=[C:14]([C:7]2[C:8]3[C:9](=[N:10][CH:11]=[CH:12][CH:13]=3)[N:5]([CH2:4][C:3]3[CH:23]=[CH:24][CH:25]=[CH:26][C:2]=3[F:1])[N:6]=2)[N:15]=1, predict the reactants needed to synthesize it.